Dataset: Forward reaction prediction with 1.9M reactions from USPTO patents (1976-2016). Task: Predict the product of the given reaction. (1) Given the reactants [H-].[Na+].[N:3]1([CH2:8][CH2:9][CH2:10][CH2:11][C:12]2[CH:17]=[CH:16][C:15]([OH:18])=[CH:14][CH:13]=2)[CH:7]=[CH:6][N:5]=[CH:4]1.Cl[CH2:20][C:21]1[N:22]=[C:23]([CH:26]=[CH:27][C:28]2[CH:33]=[CH:32][C:31]([S:34]([F:39])([F:38])([F:37])([F:36])[F:35])=[CH:30][CH:29]=2)[O:24][CH:25]=1.O, predict the reaction product. The product is: [N:3]1([CH2:8][CH2:9][CH2:10][CH2:11][C:12]2[CH:13]=[CH:14][C:15]([O:18][CH2:20][C:21]3[N:22]=[C:23]([CH:26]=[CH:27][C:28]4[CH:29]=[CH:30][C:31]([S:34]([F:39])([F:35])([F:36])([F:37])[F:38])=[CH:32][CH:33]=4)[O:24][CH:25]=3)=[CH:16][CH:17]=2)[CH:7]=[CH:6][N:5]=[CH:4]1. (2) Given the reactants C([N:4]1[C:8]2[CH:9]([C:24]3[CH:29]=[CH:28][C:27]([Cl:30])=[CH:26][CH:25]=3)[N:10]([C:13]3[CH:14]=[C:15]([CH3:23])[C:16]4[N:17]([C:19]([CH3:22])=[N:20][N:21]=4)[CH:18]=3)[C:11](=[O:12])[C:7]=2[N:6]=[C:5]1Br)C=C.[CH3:32][O:33][C:34]1[CH:39]=[CH:38][C:37](B(O)O)=[CH:36][N:35]=1, predict the reaction product. The product is: [Cl:30][C:27]1[CH:28]=[CH:29][C:24]([CH:9]2[C:8]3[NH:4][C:5]([C:37]4[CH:36]=[N:35][C:34]([O:33][CH3:32])=[CH:39][CH:38]=4)=[N:6][C:7]=3[C:11](=[O:12])[N:10]2[C:13]2[CH:14]=[C:15]([CH3:23])[C:16]3[N:17]([C:19]([CH3:22])=[N:20][N:21]=3)[CH:18]=2)=[CH:25][CH:26]=1. (3) Given the reactants [NH2:1][CH2:2][CH2:3][NH:4][C:5]1[N:13]=[C:12]([Cl:14])[N:11]=[C:10]2[C:6]=1[N:7]=[CH:8][N:9]2[CH:15]1[CH2:19][CH2:18][CH2:17][CH2:16]1.[Cl:20][C:21]1[CH:28]=[CH:27][C:24]([CH:25]=O)=[CH:23][CH:22]=1.CO.[BH3-]C#N.[Na+], predict the reaction product. The product is: [Cl:14][C:12]1[N:11]=[C:10]2[C:6]([N:7]=[CH:8][N:9]2[CH:15]2[CH2:19][CH2:18][CH2:17][CH2:16]2)=[C:5]([NH:4][CH2:3][CH2:2][NH:1][CH2:25][C:24]2[CH:27]=[CH:28][C:21]([Cl:20])=[CH:22][CH:23]=2)[N:13]=1.